From a dataset of Forward reaction prediction with 1.9M reactions from USPTO patents (1976-2016). Predict the product of the given reaction. (1) Given the reactants [CH3:1][O:2][C:3]1[CH:12]=[C:11]([CH3:13])[C:10]2[C:5](=[CH:6][CH:7]=[CH:8][CH:9]=2)[N:4]=1.[Br:14]N1C(=O)CCC1=O.N(C(C)(C)C#N)=NC(C)(C)C#N, predict the reaction product. The product is: [Br:14][CH2:13][C:11]1[C:10]2[C:5](=[CH:6][CH:7]=[CH:8][CH:9]=2)[N:4]=[C:3]([O:2][CH3:1])[CH:12]=1. (2) Given the reactants [Br:1][C:2]1[CH:3]=[N:4][C:5]([NH2:8])=[N:6][CH:7]=1.Br[CH:10]([CH3:16])[C:11]([CH:13]1[CH2:15][CH2:14]1)=O, predict the reaction product. The product is: [Br:1][C:2]1[CH:3]=[N:4][C:5]2[N:6]([C:10]([CH3:16])=[C:11]([CH:13]3[CH2:15][CH2:14]3)[N:8]=2)[CH:7]=1. (3) Given the reactants [C:1]([O:5][C:6]([NH:8][C@@H:9]([C:13]1[CH:18]=[CH:17][CH:16]=[CH:15][CH:14]=1)[C:10]([OH:12])=O)=[O:7])([CH3:4])([CH3:3])[CH3:2].[CH2:19]([NH2:26])[C:20]1[CH:25]=[CH:24][CH:23]=[CH:22][CH:21]=1.CCN(C(C)C)C(C)C.C1CN([P+](Br)(N2CCCC2)N2CCCC2)CC1.F[P-](F)(F)(F)(F)F, predict the reaction product. The product is: [C:1]([O:5][C:6](=[O:7])[NH:8][C@H:9]([C:10](=[O:12])[NH:26][CH2:19][C:20]1[CH:25]=[CH:24][CH:23]=[CH:22][CH:21]=1)[C:13]1[CH:18]=[CH:17][CH:16]=[CH:15][CH:14]=1)([CH3:2])([CH3:3])[CH3:4]. (4) The product is: [Cl:10][C:11]1[CH:31]=[CH:30][CH:29]=[CH:28][C:12]=1[C:13]([NH:15][C@H:16]1[C:24]2[C:19](=[CH:20][CH:21]=[C:22]([C:25]([N:44]3[CH2:45][CH2:46][CH2:47][C:48]4([CH2:49][CH2:50][N:51]([C:54]([O:56][C:57]([CH3:60])([CH3:59])[CH3:58])=[O:55])[CH2:52][CH2:53]4)[CH2:43]3)=[O:26])[CH:23]=2)[CH2:18][CH2:17]1)=[O:14]. Given the reactants C(N(C(C)C)C(C)C)C.[Cl:10][C:11]1[CH:31]=[CH:30][CH:29]=[CH:28][C:12]=1[C:13]([NH:15][C@H:16]1[C:24]2[C:19](=[CH:20][CH:21]=[C:22]([C:25](O)=[O:26])[CH:23]=2)[CH2:18][CH2:17]1)=[O:14].O.ON1C2C=CC=CC=2N=N1.[CH2:43]1[C:48]2([CH2:53][CH2:52][N:51]([C:54]([O:56][C:57]([CH3:60])([CH3:59])[CH3:58])=[O:55])[CH2:50][CH2:49]2)[CH2:47][CH2:46][CH2:45][NH:44]1, predict the reaction product.